Dataset: Full USPTO retrosynthesis dataset with 1.9M reactions from patents (1976-2016). Task: Predict the reactants needed to synthesize the given product. (1) Given the product [CH3:47][S:48]([CH2:51][CH2:52][N:53]([CH3:54])[C:40]([CH:37]1[CH2:38][CH2:39][N:34]([C:32]([N:12]2[C@@:13]([C:25]3[CH:26]=[CH:27][C:28]([Cl:46])=[CH:29][CH:30]=3)([CH3:24])[C@@:14]([C:17]3[CH:18]=[CH:19][C:20]([Cl:23])=[CH:21][CH:22]=3)([CH3:16])[N:15]=[C:11]2[C:8]2[CH:9]=[N:10][C:5]([C:1]([CH3:4])([CH3:3])[CH3:2])=[CH:6][C:7]=2[O:43][CH2:44][CH3:45])=[O:33])[CH2:35][CH2:36]1)=[O:41])(=[O:50])=[O:49], predict the reactants needed to synthesize it. The reactants are: [C:1]([C:5]1[N:10]=[CH:9][C:8]([C:11]2[N:12]([C:32]([N:34]3[CH2:39][CH2:38][CH:37]([C:40](O)=[O:41])[CH2:36][CH2:35]3)=[O:33])[C@@:13]([C:25]3[CH:30]=[CH:29][C:28](Cl)=[CH:27][CH:26]=3)([CH3:24])[C@@:14]([C:17]3[CH:22]=[CH:21][C:20]([Cl:23])=[CH:19][CH:18]=3)([CH3:16])[N:15]=2)=[C:7]([O:43][CH2:44][CH3:45])[CH:6]=1)([CH3:4])([CH3:3])[CH3:2].[ClH:46].[CH3:47][S:48]([CH2:51][CH2:52][NH:53][CH3:54])(=[O:50])=[O:49]. (2) Given the product [O:30]1[C:26]2[CH:25]=[CH:24][C:23]([CH2:22][N:21]3[C:15]4[C:16](=[N:17][CH:18]=[C:13]([N:10]5[CH2:11][CH2:12][C@@H:8]([NH2:7])[CH2:9]5)[N:14]=4)[N:19]=[N:20]3)=[CH:31][C:27]=2[CH2:28][CH2:29]1, predict the reactants needed to synthesize it. The reactants are: C(OC(=O)[NH:7][C@@H:8]1[CH2:12][CH2:11][N:10]([C:13]2[N:14]=[C:15]3[N:21]([CH2:22][C:23]4[CH:24]=[CH:25][C:26]5[O:30][CH2:29][CH2:28][C:27]=5[CH:31]=4)[N:20]=[N:19][C:16]3=[N:17][CH:18]=2)[CH2:9]1)(C)(C)C.Cl.O1CCOCC1.